Dataset: Full USPTO retrosynthesis dataset with 1.9M reactions from patents (1976-2016). Task: Predict the reactants needed to synthesize the given product. (1) Given the product [CH3:18][C:16]1[NH:4][C:2](=[O:3])[NH:1][CH:11]([C:8]2[CH:9]=[CH:10][C:5]([CH3:13])=[CH:6][CH:7]=2)[C:15]=1[C:14]([O:20][CH2:21][CH3:22])=[O:19], predict the reactants needed to synthesize it. The reactants are: [NH2:1][C:2]([NH2:4])=[O:3].[C:5]1([CH3:13])[CH:10]=[CH:9][C:8]([CH:11]=O)=[CH:7][CH:6]=1.[C:14]([O:20][CH2:21][CH3:22])(=[O:19])[CH2:15][C:16]([CH3:18])=O.C(O)(=O)C.B(F)(F)F.CCOCC. (2) Given the product [F:1][C:2]1[CH:3]=[C:4]([CH:18]=[CH:19][C:20]=1[NH:21][C:22]([NH:24][C:25]1[CH:30]=[C:29]([CH3:31])[CH:28]=[CH:27][C:26]=1[F:32])=[O:23])[O:5][C:6]1[CH:11]=[CH:10][N:9]=[C:8]2[CH:12]=[C:13]([C:15]([NH:77][CH2:76][CH2:75][CH2:74][NH:73][C:66](=[O:67])[O:68][C:69]([CH3:71])([CH3:70])[CH3:72])=[O:16])[S:14][C:7]=12, predict the reactants needed to synthesize it. The reactants are: [F:1][C:2]1[CH:3]=[C:4]([CH:18]=[CH:19][C:20]=1[NH:21][C:22]([NH:24][C:25]1[CH:30]=[C:29]([CH3:31])[CH:28]=[CH:27][C:26]=1[F:32])=[O:23])[O:5][C:6]1[CH:11]=[CH:10][N:9]=[C:8]2[CH:12]=[C:13]([C:15](O)=[O:16])[S:14][C:7]=12.CN(C(ON1N=NC2C=CC=NC1=2)=[N+](C)C)C.F[P-](F)(F)(F)(F)F.C(N(CC)C(C)C)(C)C.[C:66]([NH:73][CH2:74][CH2:75][CH2:76][NH2:77])([O:68][C:69]([CH3:72])([CH3:71])[CH3:70])=[O:67].Cl. (3) Given the product [K+:13].[CH3:1][C:2]1([CH3:11])[O:6][C@@H:5]([C:7]([O-:9])=[O:8])[CH2:4][O:3]1, predict the reactants needed to synthesize it. The reactants are: [CH3:1][C:2]1([CH3:11])[O:6][C@@H:5]([C:7]([O:9]C)=[O:8])[CH2:4][O:3]1.[OH-].[K+:13]. (4) Given the product [CH2:23]([O:15][C:13]([CH:12]1[CH:10]2[CH2:21][CH:17]=[CH:18][CH:11]2[C:3]2[C:2]([Cl:1])=[CH:8][C:7]([Cl:9])=[CH:6][C:4]=2[NH:5]1)=[O:14])[CH3:24], predict the reactants needed to synthesize it. The reactants are: [Cl:1][C:2]1[CH:3]=[C:4]([CH:6]=[C:7]([Cl:9])[CH:8]=1)[NH2:5].[CH2:10]([C:12](=O)[C:13]([O-:15])=[O:14])[CH3:11].[CH:17]1[CH2:21]C=C[CH:18]=1.F[C:23](F)(F)[C:24](O)=O.